From a dataset of Reaction yield outcomes from USPTO patents with 853,638 reactions. Predict the reaction yield, written as a fraction of the theoretical maximum amount of product (1.0 means a 100% yield; for example, 0.34 means a 34% yield). (1) The reactants are [NH2:1][CH2:2][CH2:3][O:4][C@@H:5]([C:19]1[CH:24]=[CH:23][CH:22]=[C:21]([Cl:25])[CH:20]=1)[C@@H:6]1[CH2:11][CH2:10][CH2:9][N:8]([C:12]([O:14][C:15]([CH3:18])([CH3:17])[CH3:16])=[O:13])[CH2:7]1.Br[C:27]1[S:28][CH:29]=[CH:30][N:31]=1. The catalyst is CC(O)C. The product is [Cl:25][C:21]1[CH:20]=[C:19]([C@H:5]([O:4][CH2:3][CH2:2][NH:1][C:27]2[S:28][CH:29]=[CH:30][N:31]=2)[C@@H:6]2[CH2:11][CH2:10][CH2:9][N:8]([C:12]([O:14][C:15]([CH3:18])([CH3:16])[CH3:17])=[O:13])[CH2:7]2)[CH:24]=[CH:23][CH:22]=1. The yield is 0.250. (2) The reactants are [CH:1]1([O:6][C:7](=[O:38])[C@@H:8]([NH:30][C:31]([O:33][C:34]([CH3:37])([CH3:36])[CH3:35])=[O:32])[CH2:9][CH2:10][O:11][C:12]2[CH:17]=[CH:16][C:15]([CH2:18][NH:19]C(OCC3C=CC=CC=3)=O)=[CH:14][CH:13]=2)[CH2:5][CH2:4][CH2:3][CH2:2]1. The catalyst is C(O)C.[Pd]. The product is [NH2:19][CH2:18][C:15]1[CH:14]=[CH:13][C:12]([O:11][CH2:10][CH2:9][C@@H:8]([C:7]([O:6][CH:1]2[CH2:2][CH2:3][CH2:4][CH2:5]2)=[O:38])[NH:30][C:31]([O:33][C:34]([CH3:37])([CH3:35])[CH3:36])=[O:32])=[CH:17][CH:16]=1. The yield is 0.590. (3) The reactants are [CH2:1]([C:3]1[CH:8]=[C:7]([O:9][CH2:10][CH2:11][CH2:12][S:13]([CH3:16])(=[O:15])=[O:14])[CH:6]=[C:5]([CH2:17][CH3:18])[C:4]=1[C:19]1[CH:24]=[CH:23][CH:22]=[C:21]([CH:25]=[O:26])[CH:20]=1)[CH3:2].CO.[BH4-].[Na+].C(O)(=O)CC(CC(O)=O)(C(O)=O)O. The catalyst is O1CCCC1. The product is [CH2:17]([C:5]1[CH:6]=[C:7]([O:9][CH2:10][CH2:11][CH2:12][S:13]([CH3:16])(=[O:15])=[O:14])[CH:8]=[C:3]([CH2:1][CH3:2])[C:4]=1[C:19]1[CH:24]=[CH:23][CH:22]=[C:21]([CH2:25][OH:26])[CH:20]=1)[CH3:18]. The yield is 0.840. (4) The reactants are [C:1]([O:5][P:6]([O:13][CH2:14][C:15]1[CH:23]=[CH:22][C:18]([C:19]([O-:21])=[O:20])=[CH:17][CH:16]=1)([O:8][C:9]([CH3:12])([CH3:11])[CH3:10])=[O:7])([CH3:4])([CH3:3])[CH3:2].[Li+].[N+]([O-])([O-])=O.[Ag+:29]. The catalyst is O. The product is [Ag+:29].[C:9]([O:8][P:6]([O:13][CH2:14][C:15]1[CH:16]=[CH:17][C:18]([C:19]([O-:21])=[O:20])=[CH:22][CH:23]=1)([O:5][C:1]([CH3:4])([CH3:3])[CH3:2])=[O:7])([CH3:10])([CH3:11])[CH3:12]. The yield is 0.460. (5) The reactants are [O:1]([C:8]1[CH:14]=[CH:13][C:11]([NH2:12])=[CH:10][CH:9]=1)[C:2]1[CH:7]=[CH:6][CH:5]=[CH:4][CH:3]=1.[C:15]([O:19][C:20]([N:22]1[CH2:28][CH2:27][CH2:26][C@@H:23]1[CH:24]=O)=[O:21])([CH3:18])([CH3:17])[CH3:16].C(O[BH-](OC(=O)C)OC(=O)C)(=O)C.[Na+].C(O)(=O)C. The catalyst is ClC(Cl)C.C([O-])(O)=O.[Na+]. The product is [C:15]([O:19][C:20]([N:22]1[CH2:28][CH2:27][CH2:26][C@@H:23]1[CH2:24][NH:12][C:11]1[CH:10]=[CH:9][C:8]([O:1][C:2]2[CH:3]=[CH:4][CH:5]=[CH:6][CH:7]=2)=[CH:14][CH:13]=1)=[O:21])([CH3:18])([CH3:16])[CH3:17]. The yield is 0.780. (6) The reactants are [CH2:1]([O:3][C:4](=[O:14])[CH2:5][C:6]1[NH:7][C:8](=[O:13])[CH:9]=[C:10](Cl)[N:11]=1)[CH3:2].Cl.[NH:16]1[CH2:21][CH2:20][O:19][CH:18]([CH2:22][OH:23])[CH2:17]1.[Na+].[Cl-].C(Cl)Cl. The catalyst is CS(C)=O.C(N(CC)CC)C.C(OC(C)C)(C)C. The product is [CH2:1]([O:3][C:4](=[O:14])[CH2:5][C:6]1[NH:7][C:8](=[O:13])[CH:9]=[C:10]([N:16]2[CH2:21][CH2:20][O:19][CH:18]([CH2:22][OH:23])[CH2:17]2)[N:11]=1)[CH3:2]. The yield is 0.140. (7) The reactants are [F:1][C:2]1([F:13])[O:6][C:5]2[CH:7]=[CH:8][C:9]([CH:11]=[O:12])=[CH:10][C:4]=2[O:3]1.[BH4-].[Na+].O. The catalyst is C1COCC1. The product is [F:13][C:2]1([F:1])[O:6][C:5]2[CH:7]=[CH:8][C:9]([CH2:11][OH:12])=[CH:10][C:4]=2[O:3]1. The yield is 0.950.